From a dataset of Full USPTO retrosynthesis dataset with 1.9M reactions from patents (1976-2016). Predict the reactants needed to synthesize the given product. (1) Given the product [O:1]1[CH:5]=[CH:4][C:3]2[CH:6]=[C:7]([C:10]([NH:12][CH:13]([C:14]([C:16]3[CH:17]=[C:18]([Cl:21])[S:19][CH:20]=3)=[O:15])[CH2:25][C:26]([O:28][CH2:29][CH3:30])=[O:27])=[O:11])[CH:8]=[CH:9][C:2]1=2, predict the reactants needed to synthesize it. The reactants are: [O:1]1[CH:5]=[CH:4][C:3]2[CH:6]=[C:7]([C:10]([NH:12][CH2:13][C:14]([C:16]3[CH:17]=[C:18]([Cl:21])[S:19][CH:20]=3)=[O:15])=[O:11])[CH:8]=[CH:9][C:2]1=2.[H-].[Na+].Br[CH2:25][C:26]([O:28][CH2:29][CH3:30])=[O:27].C(O)(=O)CC(CC(O)=O)(C(O)=O)O. (2) Given the product [CH3:3][O:4][C:5]1[CH:6]=[CH:7][C:8]([C:11]2[N:16]=[C:15]([C:17]3[CH:18]=[N:19][N:20]([C:22]4([CH2:26][C:27]#[N:28])[CH2:25][N:24]([S:43]([C:42]([F:55])([F:54])[F:41])(=[O:45])=[O:44])[CH2:23]4)[CH:21]=3)[N:14]3[CH:29]=[CH:30][N:31]=[C:13]3[CH:12]=2)=[CH:9][CH:10]=1, predict the reactants needed to synthesize it. The reactants are: Cl.Cl.[CH3:3][O:4][C:5]1[CH:10]=[CH:9][C:8]([C:11]2[N:16]=[C:15]([C:17]3[CH:18]=[N:19][N:20]([C:22]4([CH2:26][C:27]#[N:28])[CH2:25][NH:24][CH2:23]4)[CH:21]=3)[N:14]3[CH:29]=[CH:30][N:31]=[C:13]3[CH:12]=2)=[CH:7][CH:6]=1.CCN(C(C)C)C(C)C.[F:41][C:42]([F:55])([F:54])[S:43](O[S:43]([C:42]([F:55])([F:54])[F:41])(=[O:45])=[O:44])(=[O:45])=[O:44].